Dataset: Reaction yield outcomes from USPTO patents with 853,638 reactions. Task: Predict the reaction yield, written as a fraction of the theoretical maximum amount of product (1.0 means a 100% yield; for example, 0.34 means a 34% yield). The reactants are [CH3:1][O:2][C:3](=[O:21])[C@H:4]([CH2:19][OH:20])[NH:5][C:6](=O)[C:7]1[CH:12]=[CH:11][C:10]([N+:13]([O-:15])=[O:14])=[C:9]([O:16][CH3:17])[CH:8]=1.CC[N+](S(N=C(OC)[O-])(=O)=O)(CC)CC. The catalyst is C1COCC1. The product is [CH3:17][O:16][C:9]1[CH:8]=[C:7]([C:6]2[O:20][CH2:19][CH:4]([C:3]([O:2][CH3:1])=[O:21])[N:5]=2)[CH:12]=[CH:11][C:10]=1[N+:13]([O-:15])=[O:14]. The yield is 0.740.